Task: Regression. Given two drug SMILES strings and cell line genomic features, predict the synergy score measuring deviation from expected non-interaction effect.. Dataset: NCI-60 drug combinations with 297,098 pairs across 59 cell lines (1) Drug 1: CN(C)C1=NC(=NC(=N1)N(C)C)N(C)C. Drug 2: CC1CCC2CC(C(=CC=CC=CC(CC(C(=O)C(C(C(=CC(C(=O)CC(OC(=O)C3CCCCN3C(=O)C(=O)C1(O2)O)C(C)CC4CCC(C(C4)OC)OCCO)C)C)O)OC)C)C)C)OC. Cell line: SF-295. Synergy scores: CSS=38.5, Synergy_ZIP=1.25, Synergy_Bliss=2.09, Synergy_Loewe=-11.9, Synergy_HSA=3.59. (2) Drug 1: CC1OCC2C(O1)C(C(C(O2)OC3C4COC(=O)C4C(C5=CC6=C(C=C35)OCO6)C7=CC(=C(C(=C7)OC)O)OC)O)O. Drug 2: COC1=NC(=NC2=C1N=CN2C3C(C(C(O3)CO)O)O)N. Cell line: UACC-257. Synergy scores: CSS=4.75, Synergy_ZIP=1.43, Synergy_Bliss=3.55, Synergy_Loewe=-4.79, Synergy_HSA=0.167. (3) Drug 1: C1=CN(C(=O)N=C1N)C2C(C(C(O2)CO)O)O.Cl. Drug 2: C(CN)CNCCSP(=O)(O)O. Cell line: OVCAR-8. Synergy scores: CSS=31.5, Synergy_ZIP=1.50, Synergy_Bliss=1.68, Synergy_Loewe=-26.4, Synergy_HSA=0.526.